Predict the product of the given reaction. From a dataset of Forward reaction prediction with 1.9M reactions from USPTO patents (1976-2016). (1) Given the reactants [OH2:1].ON1[C:7]2[CH:8]=[CH:9][CH:10]=[CH:11][C:6]=2N=N1.C[N:13]1[CH2:18][CH2:17][O:16]CC1.[CH:19]([N:22]=C=NC(C)C)(C)[CH3:20].Cl.Cl.[CH2:30]([NH:37]N)[C:31]1[CH:36]=[CH:35][CH:34]=[CH:33][CH:32]=1, predict the reaction product. The product is: [NH2:22][C@H:19]([CH2:20][CH:6]1[CH2:7][CH2:8][CH2:9][CH2:10][CH2:11]1)[CH:17]([OH:16])[C:18]([NH:13][NH:37][CH2:30][C:31]1[CH:36]=[CH:35][CH:34]=[CH:33][CH:32]=1)=[O:1]. (2) Given the reactants C(N[CH:5]([CH3:7])[CH3:6])(C)C.[CH2:8]([Li])[CH2:9][CH2:10][CH3:11].[CH3:8][CH2:9][CH2:10][CH2:11]CC.[Li].C([N-:23][CH:24](C)C)(C)C.[Br:27]C1N=C(C)C=CC=1.[C:35](=O)([O:39][CH2:40][CH3:41])[O:36]CC.CI, predict the reaction product. The product is: [Br:27][C:11]1[N:23]=[C:24]([C:5]([CH3:6])([CH3:7])[C:35]([O:39][CH2:40][CH3:41])=[O:36])[CH:8]=[CH:9][CH:10]=1. (3) Given the reactants [C:1]([O:5][C:6]([N:8]1[CH2:13][CH2:12][C:11](=[C:14]([C:19]2[CH:24]=[CH:23][CH:22]=[CH:21][CH:20]=2)[C:15]([NH:17][NH2:18])=[O:16])[CH2:10][CH2:9]1)=[O:7])([CH3:4])([CH3:3])[CH3:2].CCN(C(C)C)C(C)C.[CH3:34][C:35]([CH3:46])([CH3:45])[C:36](O[C:34](=O)[C:35]([CH3:46])([CH3:45])[CH3:36])=O.C1C=CC(P(C2C=CC=CC=2)C2C=CC=CC=2)=CC=1.ClC(Cl)(Cl)C(Cl)(Cl)Cl, predict the reaction product. The product is: [C:1]([O:5][C:6]([N:8]1[CH2:9][CH2:10][C:11](=[C:14]([C:19]2[CH:20]=[CH:21][CH:22]=[CH:23][CH:24]=2)[C:15]2[O:16][C:34]([C:35]([CH3:46])([CH3:45])[CH3:36])=[N:18][N:17]=2)[CH2:12][CH2:13]1)=[O:7])([CH3:4])([CH3:2])[CH3:3].